The task is: Predict the reaction yield, written as a fraction of the theoretical maximum amount of product (1.0 means a 100% yield; for example, 0.34 means a 34% yield).. This data is from Reaction yield outcomes from USPTO patents with 853,638 reactions. (1) The reactants are [CH3:1][C:2]1[S:3][C:4]2[C:10](=O)[C:9](=[CH:12]N3CCOCC3)[CH2:8][CH2:7][C:5]=2[N:6]=1.[N+]([O-])(O)=O.[OH:23][C:24]1[CH:25]=[C:26]([NH:30][C:31]([NH2:33])=[NH:32])[CH:27]=[CH:28][CH:29]=1.[OH-].[Na+]. The catalyst is COCCO. The product is [CH3:1][C:2]1[S:3][C:4]2[C:10]3[N:33]=[C:31]([NH:30][C:26]4[CH:25]=[C:24]([OH:23])[CH:29]=[CH:28][CH:27]=4)[N:32]=[CH:12][C:9]=3[CH2:8][CH2:7][C:5]=2[N:6]=1. The yield is 0.0800. (2) The reactants are [S:1]1[CH:5]=[CH:4][N:3]=[C:2]1[CH2:6][OH:7].N1C=CN=C1.[Si:13](Cl)([C:16]([CH3:19])([CH3:18])[CH3:17])([CH3:15])[CH3:14]. The catalyst is C(Cl)Cl. The product is [Si:13]([O:7][CH2:6][C:2]1[S:1][CH:5]=[CH:4][N:3]=1)([C:16]([CH3:19])([CH3:18])[CH3:17])([CH3:15])[CH3:14]. The yield is 1.00. (3) The reactants are [CH3:1][O:2][C:3]1[C:8]([N+:9]([O-])=O)=[CH:7][CH:6]=[CH:5][C:4]=1[C:12]1[CH:17]=[CH:16][CH:15]=[C:14]([C:18]([OH:20])=[O:19])[CH:13]=1.C([O-])=O.[NH4+]. The catalyst is C(O)C.[Pd]. The product is [CH3:1][O:2][C:3]1[C:8]([NH2:9])=[CH:7][CH:6]=[CH:5][C:4]=1[C:12]1[CH:17]=[CH:16][CH:15]=[C:14]([C:18]([OH:20])=[O:19])[CH:13]=1. The yield is 0.933. (4) The reactants are O1CCCCC1[N:7]1[C:15]2[C:10](=[CH:11][C:12]([C:16]3[N:20]=[CH:19][N:18](C(C4C=CC=CC=4)(C4C=CC=CC=4)C4C=CC=CC=4)[N:17]=3)=[CH:13][CH:14]=2)[C:9]([C:40]2[CH:41]=[C:42]([NH:46][C:47](=[O:56])/[CH:48]=[CH:49]/[C:50]3[CH:55]=[CH:54][CH:53]=[CH:52][CH:51]=3)[CH:43]=[CH:44][CH:45]=2)=[N:8]1.Cl. The catalyst is O1CCOCC1. The product is [NH:18]1[CH:19]=[N:20][C:16]([C:12]2[CH:11]=[C:10]3[C:15](=[CH:14][CH:13]=2)[NH:7][N:8]=[C:9]3[C:40]2[CH:41]=[C:42]([NH:46][C:47](=[O:56])/[CH:48]=[CH:49]/[C:50]3[CH:51]=[CH:52][CH:53]=[CH:54][CH:55]=3)[CH:43]=[CH:44][CH:45]=2)=[N:17]1. The yield is 0.330. (5) The reactants are Cl[C:2]1[CH:28]=[CH:27][C:5]2[O:6][CH:7]([C:10]([N:12]3[CH2:17][CH2:16][N:15]([CH2:18][C:19]4[CH:24]=[CH:23][C:22]([F:25])=[CH:21][CH:20]=4)[CH2:14][C@H:13]3[CH3:26])=[O:11])[CH2:8][O:9][C:4]=2[CH:3]=1. The catalyst is [Pd]. The product is [O:6]1[C:5]2[CH:27]=[CH:28][CH:2]=[CH:3][C:4]=2[O:9][CH2:8][CH:7]1[C:10]([N:12]1[CH2:17][CH2:16][N:15]([CH2:18][C:19]2[CH:20]=[CH:21][C:22]([F:25])=[CH:23][CH:24]=2)[CH2:14][C@H:13]1[CH3:26])=[O:11]. The yield is 0.850.